Dataset: Forward reaction prediction with 1.9M reactions from USPTO patents (1976-2016). Task: Predict the product of the given reaction. Given the reactants O=C1C([N:8]2[C:17](=[O:18])[C:16]3[C:11](=[CH:12][CH:13]=[CH:14][CH:15]=3)NC2=O)CCC(=O)N1.C(O)(=O)C1C(=CC=CC=1)N.N=C=N, predict the reaction product. The product is: [C:17]([NH2:8])(=[O:18])[C:16]1[CH:11]=[CH:12][CH:13]=[CH:14][CH:15]=1.